This data is from Full USPTO retrosynthesis dataset with 1.9M reactions from patents (1976-2016). The task is: Predict the reactants needed to synthesize the given product. (1) Given the product [CH3:26][O:25][C:21]1[CH:20]=[C:19]([CH:24]=[CH:23][CH:22]=1)[CH2:18][NH:17][C:15]([N:12]1[CH2:11][CH2:10][CH:9]([NH:8][C:7]2[CH:6]=[CH:5][C:4]([CH2:3][CH2:2][NH:1][CH2:57][C@H:55]([OH:56])[CH2:54][O:53][C:50]3[CH:51]=[CH:52][C:47]([OH:46])=[CH:48][CH:49]=3)=[CH:28][CH:27]=2)[CH2:14][CH2:13]1)=[O:16], predict the reactants needed to synthesize it. The reactants are: [NH2:1][CH2:2][CH2:3][C:4]1[CH:28]=[CH:27][C:7]([NH:8][CH:9]2[CH2:14][CH2:13][N:12]([C:15]([NH:17][CH2:18][C:19]3[CH:24]=[CH:23][CH:22]=[C:21]([O:25][CH3:26])[CH:20]=3)=[O:16])[CH2:11][CH2:10]2)=[CH:6][CH:5]=1.C([Si]([O:46][C:47]1[CH:52]=[CH:51][C:50]([O:53][CH2:54][CH:55]2[CH2:57][O:56]2)=[CH:49][CH:48]=1)(C1C=CC=CC=1)C1C=CC=CC=1)(C)(C)C. (2) Given the product [OH:25][C:24]1[C:16]([CH:2]2[C:6](=[O:7])[N:5]([CH2:8][CH2:9][CH2:10][CH2:11][CH3:12])[C:4]3[CH:13]=[CH:14][S:15][C:3]2=3)=[CH:17][C:18]2[O:22][CH2:21][O:20][C:19]=2[CH:23]=1, predict the reactants needed to synthesize it. The reactants are: O[C:2]1([C:16]2[C:24]([OH:25])=[CH:23][C:19]3[O:20][CH2:21][O:22][C:18]=3[CH:17]=2)[C:6](=[O:7])[N:5]([CH2:8][CH2:9][CH2:10][CH2:11][CH3:12])[C:4]2[CH:13]=[CH:14][S:15][C:3]1=2.FC(F)(F)C(O)=O.C([SiH](CC)CC)C.